This data is from Forward reaction prediction with 1.9M reactions from USPTO patents (1976-2016). The task is: Predict the product of the given reaction. (1) Given the reactants [NH2:1][C:2]1[N:16]=[CH:15][C:14](Br)=[CH:13][C:3]=1[C:4]([NH:6][C:7]1[CH:12]=[CH:11][N:10]=[CH:9][CH:8]=1)=[O:5].Cl.[NH2:19][C:20]1[CH:25]=[CH:24][C:23](B(O)O)=[CH:22][CH:21]=1, predict the reaction product. The product is: [NH2:1][C:2]1[N:16]=[CH:15][C:14]([C:23]2[CH:24]=[CH:25][C:20]([NH2:19])=[CH:21][CH:22]=2)=[CH:13][C:3]=1[C:4]([NH:6][C:7]1[CH:12]=[CH:11][N:10]=[CH:9][CH:8]=1)=[O:5]. (2) Given the reactants [CH3:1][CH:2]([CH2:14][C:15]([CH3:18])([CH3:17])[CH3:16])[CH2:3][CH2:4][CH:5]([C:10](=O)[CH2:11][CH3:12])[C:6]([O:8]C)=O.[NH2:19][C:20]1[NH:24][C:23]([CH3:25])=[N:22][N:21]=1.C1(C)C=CC(S(O)(=O)=O)=CC=1, predict the reaction product. The product is: [CH2:11]([C:10]1[C:5]([CH2:4][CH2:3][CH:2]([CH3:1])[CH2:14][C:15]([CH3:18])([CH3:17])[CH3:16])=[C:6]([OH:8])[N:21]2[N:22]=[C:23]([CH3:25])[N:24]=[C:20]2[N:19]=1)[CH3:12]. (3) The product is: [CH3:1][N:2]([CH3:8])[C@H:3]1[CH2:7][CH2:6][N:5]([C:17]2[C:18]([C:34]3[CH:39]=[CH:38][CH:37]=[CH:36][CH:35]=3)=[C:19]([CH3:33])[C:20]([C:31]#[N:32])=[C:21]3[C:25]=2[O:24][C:23]([C:26]2[S:27][CH:28]=[CH:29][N:30]=2)=[N:22]3)[CH2:4]1. Given the reactants [CH3:1][N:2]([CH3:8])[C@H:3]1[CH2:7][CH2:6][NH:5][CH2:4]1.C(N(CC)CC)C.F[C:17]1[C:18]([C:34]2[CH:39]=[CH:38][CH:37]=[CH:36][CH:35]=2)=[C:19]([CH3:33])[C:20]([C:31]#[N:32])=[C:21]2[C:25]=1[O:24][C:23]([C:26]1[S:27][CH:28]=[CH:29][N:30]=1)=[N:22]2, predict the reaction product. (4) Given the reactants [Cl:1][CH:2]1[CH2:7][CH2:6][N:5]([C:8]2[CH:13]=[CH:12][N:11]=[CH:10][C:9]=2[N+:14]([O-])=O)[CH2:4][CH:3]1[NH:17][P:18](=[O:25])([O:22][CH2:23][CH3:24])[O:19][CH2:20][CH3:21], predict the reaction product. The product is: [NH2:14][C:9]1[CH:10]=[N:11][CH:12]=[CH:13][C:8]=1[N:5]1[CH2:6][CH2:7][CH:2]([Cl:1])[CH:3]([NH:17][P:18](=[O:25])([O:22][CH2:23][CH3:24])[O:19][CH2:20][CH3:21])[CH2:4]1. (5) The product is: [NH2:16][C:13]1[CH:12]=[CH:11][C:10]([NH:9][C:4]2[CH:3]=[C:2]([CH3:1])[N:7]=[C:6]([NH2:8])[N:5]=2)=[CH:15][CH:14]=1. Given the reactants [CH3:1][C:2]1[N:7]=[C:6]([NH2:8])[N:5]=[C:4]([NH:9][C:10]2[CH:15]=[CH:14][C:13]([N+:16]([O-])=O)=[CH:12][CH:11]=2)[CH:3]=1.CCO.O, predict the reaction product. (6) Given the reactants [CH:1]([Mg]Br)=[CH2:2].[Cl:5][C:6]1[C:7]([F:15])=[C:8]([C:11]([F:14])=[CH:12][CH:13]=1)[CH:9]=[O:10], predict the reaction product. The product is: [Cl:5][C:6]1[C:7]([F:15])=[C:8]([CH:9]([OH:10])[CH:1]=[CH2:2])[C:11]([F:14])=[CH:12][CH:13]=1. (7) Given the reactants [F:1][C:2]1[CH:3]=[C:4]([NH:9][CH:10]2[CH2:15][CH2:14][N:13]([CH3:16])[CH2:12][CH2:11]2)[CH:5]=[CH:6][C:7]=1[NH2:8].Cl[C:18]1[N:27]=[CH:26][C:25]2[C:20](=[C:21]([C:28]3[CH:29]=[C:30]([NH:34][C:35](=[O:38])[CH:36]=[CH2:37])[CH:31]=[CH:32][CH:33]=3)[CH:22]=[CH:23][CH:24]=2)[N:19]=1.C(O)(C(F)(F)F)=O, predict the reaction product. The product is: [F:1][C:2]1[CH:3]=[C:4]([NH:9][CH:10]2[CH2:15][CH2:14][N:13]([CH3:16])[CH2:12][CH2:11]2)[CH:5]=[CH:6][C:7]=1[NH:8][C:18]1[N:27]=[CH:26][C:25]2[C:20](=[C:21]([C:28]3[CH:29]=[C:30]([NH:34][C:35](=[O:38])[CH:36]=[CH2:37])[CH:31]=[CH:32][CH:33]=3)[CH:22]=[CH:23][CH:24]=2)[N:19]=1. (8) Given the reactants [OH:1][C:2]1[CH:9]=[CH:8][C:5]([CH:6]=[O:7])=[CH:4][CH:3]=1.C(=O)([O-])[O-].[K+].[K+].CC1C=CC(S(O[CH2:27][C:28]([F:34])([F:33])[C:29]([F:32])([F:31])[F:30])(=O)=O)=CC=1, predict the reaction product. The product is: [F:33][C:28]([F:34])([C:29]([F:32])([F:31])[F:30])[CH2:27][O:1][C:2]1[CH:9]=[CH:8][C:5]([CH:6]=[O:7])=[CH:4][CH:3]=1. (9) Given the reactants [F:1][C:2]([F:25])([F:24])[C:3]([C:9]1[CH:14]=[CH:13][C:12](B2OC(C)(C)C(C)(C)O2)=[CH:11][CH:10]=1)([OH:8])[C:4]([F:7])([F:6])[F:5].Cl[C:27]1[N:32]=[C:31]([NH:33][C:34]([C:36]2([C:39]3[CH:49]=[CH:48][C:42]4[O:43][C:44]([F:47])([F:46])[O:45][C:41]=4[CH:40]=3)[CH2:38][CH2:37]2)=[O:35])[CH:30]=[CH:29][C:28]=1[CH3:50], predict the reaction product. The product is: [F:47][C:44]1([F:46])[O:43][C:42]2[CH:48]=[CH:49][C:39]([C:36]3([C:34]([NH:33][C:31]4[CH:30]=[CH:29][C:28]([CH3:50])=[C:27]([C:12]5[CH:13]=[CH:14][C:9]([C:3]([OH:8])([C:4]([F:6])([F:5])[F:7])[C:2]([F:1])([F:25])[F:24])=[CH:10][CH:11]=5)[N:32]=4)=[O:35])[CH2:38][CH2:37]3)=[CH:40][C:41]=2[O:45]1.